From a dataset of Peptide-MHC class I binding affinity with 185,985 pairs from IEDB/IMGT. Regression. Given a peptide amino acid sequence and an MHC pseudo amino acid sequence, predict their binding affinity value. This is MHC class I binding data. The peptide sequence is HVLSLVFGK. The MHC is HLA-A24:03 with pseudo-sequence HLA-A24:03. The binding affinity (normalized) is 0.213.